This data is from Reaction yield outcomes from USPTO patents with 853,638 reactions. The task is: Predict the reaction yield, written as a fraction of the theoretical maximum amount of product (1.0 means a 100% yield; for example, 0.34 means a 34% yield). The reactants are [Br:1][C:2]1[CH:7]=[C:6]([F:8])[CH:5]=[C:4]([Br:9])[C:3]=1I.C([Mg]Cl)(C)C.CN([CH:19]=[O:20])C. The catalyst is C1(C)C=CC=CC=1. The product is [Br:1][C:2]1[CH:7]=[C:6]([F:8])[CH:5]=[C:4]([Br:9])[C:3]=1[CH:19]=[O:20]. The yield is 0.540.